Dataset: Forward reaction prediction with 1.9M reactions from USPTO patents (1976-2016). Task: Predict the product of the given reaction. (1) Given the reactants [F:1][C:2]([F:12])([F:11])[C:3]1[CH:4]=[C:5]([CH:8]=[CH:9][CH:10]=1)[CH2:6]Br.C([O-])([O-])=O.[K+].[K+].[F:19][C:20]1[CH:21]=[C:22]2[C:26](=[CH:27][CH:28]=1)[NH:25][C:24]([CH3:29])=[C:23]2[C:30]1[C:35]2[CH:36]=[CH:37][CH:38]=[CH:39][C:34]=2[S:33](=[O:41])(=[O:40])[NH:32][N:31]=1.Br[CH2:43][C:44]([O:46][C:47]([CH3:50])([CH3:49])[CH3:48])=[O:45], predict the reaction product. The product is: [C:47]([O:46][C:44](=[O:45])[CH2:43][N:25]1[C:26]2[C:22](=[CH:21][C:20]([F:19])=[CH:28][CH:27]=2)[C:23]([C:30]2[C:35]3[CH:36]=[CH:37][CH:38]=[CH:39][C:34]=3[S:33](=[O:40])(=[O:41])[N:32]([CH2:6][C:5]3[CH:8]=[CH:9][CH:10]=[C:3]([C:2]([F:12])([F:11])[F:1])[CH:4]=3)[N:31]=2)=[C:24]1[CH3:29])([CH3:50])([CH3:49])[CH3:48]. (2) Given the reactants [CH:1]([C@@H:3]1[CH2:7][CH2:6][CH2:5][C@H:4]1[C:8]1[C:16]2[C:11](=[CH:12][CH:13]=[C:14]([C:17]#[N:18])[CH:15]=2)[NH:10][CH:9]=1)=O.CO.[CH3:21][NH:22][CH3:23].C(O[BH-](OC(=O)C)OC(=O)C)(=O)C.[Na+], predict the reaction product. The product is: [CH3:21][N:22]([CH2:1][C@@H:3]1[CH2:7][CH2:6][CH2:5][C@H:4]1[C:8]1[C:16]2[C:11](=[CH:12][CH:13]=[C:14]([C:17]#[N:18])[CH:15]=2)[NH:10][CH:9]=1)[CH3:23].